Dataset: Reaction yield outcomes from USPTO patents with 853,638 reactions. Task: Predict the reaction yield, written as a fraction of the theoretical maximum amount of product (1.0 means a 100% yield; for example, 0.34 means a 34% yield). (1) The reactants are C[O:2][C:3]([C:5]1[CH:6]=[C:7]([I:17])[CH:8]=[C:9]2[C:14]=1[O:13][C:12]([CH3:16])([CH3:15])[CH:11]=[CH:10]2)=[O:4].[OH-].[K+]. The catalyst is CO. The product is [I:17][C:7]1[CH:8]=[C:9]2[C:14](=[C:5]([C:3]([OH:4])=[O:2])[CH:6]=1)[O:13][C:12]([CH3:16])([CH3:15])[CH:11]=[CH:10]2. The yield is 0.690. (2) The reactants are Br[C:2]1[CH:3]=[C:4]([C:8]2[O:9][C:10]([CH3:16])=[C:11]([CH2:13][CH2:14][OH:15])[N:12]=2)[CH:5]=[CH:6][CH:7]=1.[F:17][C:18]1[CH:23]=[CH:22][C:21](B(O)O)=[CH:20][CH:19]=1.C([O-])([O-])=O.[Na+].[Na+]. The catalyst is C(O)CC.C1C=CC([P]([Pd]([P](C2C=CC=CC=2)(C2C=CC=CC=2)C2C=CC=CC=2)([P](C2C=CC=CC=2)(C2C=CC=CC=2)C2C=CC=CC=2)[P](C2C=CC=CC=2)(C2C=CC=CC=2)C2C=CC=CC=2)(C2C=CC=CC=2)C2C=CC=CC=2)=CC=1. The product is [F:17][C:18]1[CH:23]=[CH:22][C:21]([C:2]2[CH:7]=[CH:6][CH:5]=[C:4]([C:8]3[O:9][C:10]([CH3:16])=[C:11]([CH2:13][CH2:14][OH:15])[N:12]=3)[CH:3]=2)=[CH:20][CH:19]=1. The yield is 0.360. (3) The product is [CH2:22]([O:21][C:19]([N:14]1[CH2:13][CH2:12][C:11]2[C:16](=[CH:17][CH:18]=[C:9]([B:4]([OH:5])[OH:3])[CH:10]=2)[CH2:15]1)=[O:20])[C:23]1[CH:28]=[CH:27][CH:26]=[CH:25][CH:24]=1. The catalyst is C1COCC1.O. The yield is 0.820. The reactants are CC1(C)C(C)(C)[O:5][B:4]([C:9]2[CH:10]=[C:11]3[C:16](=[CH:17][CH:18]=2)[CH2:15][N:14]([C:19]([O:21][CH2:22][C:23]2[CH:28]=[CH:27][CH:26]=[CH:25][CH:24]=2)=[O:20])[CH2:13][CH2:12]3)[O:3]1.Cl.